Dataset: Catalyst prediction with 721,799 reactions and 888 catalyst types from USPTO. Task: Predict which catalyst facilitates the given reaction. (1) Reactant: [NH2:1][C@H:2]1[CH2:7][CH2:6][CH2:5][N:4]([C:8]([O:10][C:11]([CH3:14])([CH3:13])[CH3:12])=[O:9])[CH2:3]1.Cl[C:16]1[C:25]2[C:20](=[C:21]([C:27]([O:29][CH3:30])=[O:28])[CH:22]=[C:23]([I:26])[CH:24]=2)[N:19]=[CH:18][N:17]=1.O.[OH-].[Na+]. Product: [C:11]([O:10][C:8]([N:4]1[CH2:5][CH2:6][CH2:7][C@H:2]([NH:1][C:16]2[C:25]3[C:20](=[C:21]([C:27]([O:29][CH3:30])=[O:28])[CH:22]=[C:23]([I:26])[CH:24]=3)[N:19]=[CH:18][N:17]=2)[CH2:3]1)=[O:9])([CH3:14])([CH3:13])[CH3:12]. The catalyst class is: 23. (2) Reactant: [C:1]([O:7][CH2:8][CH3:9])(=[O:6])[CH2:2][C:3]([CH3:5])=O.C([O-])(=O)C.[Na+].[CH2:15]([O:17][C:18](=[O:30])[C:19](=[N:28]O)[C:20](=O)[C:21]1[CH:26]=[CH:25][CH:24]=[CH:23][CH:22]=1)[CH3:16].ClCCl. Product: [CH3:5][C:3]1[NH:28][C:19]([C:18]([O:17][CH2:15][CH3:16])=[O:30])=[C:20]([C:21]2[CH:26]=[CH:25][CH:24]=[CH:23][CH:22]=2)[C:2]=1[C:1]([O:7][CH2:8][CH3:9])=[O:6]. The catalyst class is: 183. (3) Reactant: [CH2:1]([O:8][C:9]1([C:12]2[CH:17]=[CH:16][C:15]([C:18]#[C:19][C:20]3[CH:30]=[CH:29][C:23]([C:24]([O:26]CC)=[O:25])=[CH:22][CH:21]=3)=[CH:14][CH:13]=2)[CH2:11][CH2:10]1)[C:2]1[CH:7]=[CH:6][CH:5]=[CH:4][CH:3]=1.[OH-].[Na+]. Product: [CH2:1]([O:8][C:9]1([C:12]2[CH:17]=[CH:16][C:15]([C:18]#[C:19][C:20]3[CH:21]=[CH:22][C:23]([C:24]([OH:26])=[O:25])=[CH:29][CH:30]=3)=[CH:14][CH:13]=2)[CH2:10][CH2:11]1)[C:2]1[CH:7]=[CH:6][CH:5]=[CH:4][CH:3]=1. The catalyst class is: 199. (4) The catalyst class is: 486. Product: [CH2:15]([N:22]1[CH2:2][C:3](=[O:4])[N:5]2[CH2:9][C@@H:8]([OH:10])[CH2:7][C@@H:6]2[C:11]1=[O:13])[C:16]1[CH:21]=[CH:20][CH:19]=[CH:18][CH:17]=1. Reactant: Cl[CH2:2][C:3]([N:5]1[CH2:9][C@@H:8]([OH:10])[CH2:7][C@@H:6]1[C:11]([O:13]C)=O)=[O:4].[CH2:15]([NH2:22])[C:16]1[CH:21]=[CH:20][CH:19]=[CH:18][CH:17]=1.C(N(CC)CC)C. (5) Reactant: [N+:1]([C:4]1[CH:5]=[C:6]2[C:10](=[CH:11][CH:12]=1)[NH:9][N:8]=[CH:7]2)([O-:3])=[O:2].C([O-])([O-])=O.[K+].[K+].Br[CH2:20][CH:21]([O:24][CH3:25])[O:22][CH3:23]. Product: [CH3:23][O:22][CH:21]([O:24][CH3:25])[CH2:20][N:8]1[CH:7]=[C:6]2[C:10]([CH:11]=[CH:12][C:4]([N+:1]([O-:3])=[O:2])=[CH:5]2)=[N:9]1. The catalyst class is: 9. (6) Reactant: [CH3:1][CH:2]([CH2:6][C:7]([CH3:10])([CH3:9])[CH3:8])[CH2:3]C=O.[Cl-].[NH4+:12].[CH2:13](OCC)C.[C-:18]#[N:19].[Na+]. Product: [C:13]([CH:18]([NH2:19])[CH2:1][CH:2]([CH3:3])[CH2:6][C:7]([CH3:10])([CH3:9])[CH3:8])#[N:12]. The catalyst class is: 6. (7) Reactant: [C:1]([CH2:3]P(=O)(OCC)OCC)#[N:2].[H-].[Na+].[OH:14][CH2:15][C:16]1([N:23]2[C:27]3=[C:28]4[S:34][CH:33]=[CH:32][C:29]4=[N:30][CH:31]=[C:26]3[N:25]=[CH:24]2)[CH2:21][CH2:20][C:19](=O)[CH2:18][CH2:17]1. Product: [OH:14][CH2:15][C:16]1([N:23]2[C:27]3=[C:28]4[S:34][CH:33]=[CH:32][C:29]4=[N:30][CH:31]=[C:26]3[N:25]=[CH:24]2)[CH2:21][CH2:20][C:19](=[CH:3][C:1]#[N:2])[CH2:18][CH2:17]1. The catalyst class is: 213. (8) Reactant: [CH3:1][O:2][C:3](=[O:24])[CH2:4][CH2:5][C:6]([C:22]#[N:23])([C:13]1[CH:18]=[C:17]([F:19])[C:16]([F:20])=[CH:15][C:14]=1[F:21])[CH2:7][CH2:8][C:9](OC)=[O:10].CC(C)([O-])C.[K+].FC1C=C(F)C(F)=CC=1F.C(O)(=O)C. Product: [CH3:1][O:2][C:3]([CH:4]1[CH2:5][C:6]([C:22]#[N:23])([C:13]2[CH:18]=[C:17]([F:19])[C:16]([F:20])=[CH:15][C:14]=2[F:21])[CH2:7][CH2:8][C:9]1=[O:10])=[O:24]. The catalyst class is: 30. (9) Reactant: [F:1][C:2]1[CH:7]=[CH:6][C:5]([CH:8]([C:11]2[CH:16]=[CH:15][C:14]([F:17])=[CH:13][CH:12]=2)[CH2:9][NH2:10])=[CH:4][CH:3]=1.[Cl:18][C:19]1[N:28]=[C:27](Cl)[C:26]2[C:21](=[CH:22][CH:23]=[CH:24][CH:25]=2)[N:20]=1.C(N(CC)CC)C. Product: [F:1][C:2]1[CH:7]=[CH:6][C:5]([CH:8]([C:11]2[CH:12]=[CH:13][C:14]([F:17])=[CH:15][CH:16]=2)[CH2:9][NH:10][C:27]2[C:26]3[C:21](=[CH:22][CH:23]=[CH:24][CH:25]=3)[N:20]=[C:19]([Cl:18])[N:28]=2)=[CH:4][CH:3]=1. The catalyst class is: 1.